The task is: Predict which catalyst facilitates the given reaction.. This data is from Catalyst prediction with 721,799 reactions and 888 catalyst types from USPTO. (1) Reactant: [F:1][C:2]1[CH:9]=[CH:8][C:7]([CH3:10])=[CH:6][C:3]=1[C:4]#[N:5].[Br:11]N1C(=O)CCC1=O.C(OOC(=O)C1C=CC=CC=1)(=O)C1C=CC=CC=1.O. Product: [Br:11][CH2:10][C:7]1[CH:8]=[CH:9][C:2]([F:1])=[C:3]([CH:6]=1)[C:4]#[N:5]. The catalyst class is: 53. (2) Reactant: [F:1][B-:2]([F:5])([F:4])[F:3].C(O[C+:9]([C:26]1[CH:31]=[CH:30][C:29]([CH3:32])=[CH:28][CH:27]=1)[CH:10]=[CH:11][CH:12]=[CH:13][CH:14]=[C:15]([O:23][CH2:24][CH3:25])[C:16]1[CH:21]=[CH:20][C:19]([CH3:22])=[CH:18][CH:17]=1)C.[CH2:33]([NH:35][CH2:36][CH3:37])[CH3:34]. Product: [F:1][B-:2]([F:5])([F:4])[F:3].[CH2:24]([O:23][C+:15]([C:16]1[CH:17]=[CH:18][C:19]([CH3:22])=[CH:20][CH:21]=1)[CH:14]=[CH:13][CH:12]=[CH:11][CH:10]=[C:9]([N:35]([CH2:36][CH3:37])[CH2:33][CH3:34])[C:26]1[CH:31]=[CH:30][C:29]([CH3:32])=[CH:28][CH:27]=1)[CH3:25]. The catalyst class is: 10. (3) Reactant: Cl[C:2]1[C:11]([CH:12]=[O:13])=[CH:10][C:9]2[C:4](=[CH:5][C:6]([O:15][CH:16]([CH3:18])[CH3:17])=[C:7]([Cl:14])[CH:8]=2)[N:3]=1.[CH3:19][O-:20].[Na+]. Product: [Cl:14][C:7]1[CH:8]=[C:9]2[C:4](=[CH:5][C:6]=1[O:15][CH:16]([CH3:18])[CH3:17])[N:3]=[C:2]([O:20][CH3:19])[C:11]([CH:12]=[O:13])=[CH:10]2. The catalyst class is: 92. (4) Reactant: C(C1N=CC(N[C:10](=[O:27])[CH:11]([NH:15][C:16](=[O:26])[CH2:17][C:18]2[CH:23]=[C:22]([F:24])[CH:21]=[C:20]([F:25])[CH:19]=2)[CH2:12][CH2:13][CH3:14])=NC=1)=O.C1(C(N)C)C=CC=CC=1.S([O-])([O-])(=O)=[O:38].[Na+].[Na+].C(O[BH-](OC(=O)C)OC(=O)C)(=O)C.[Na+]. Product: [F:24][C:22]1[CH:23]=[C:18]([CH2:17][C:16]([NH:15][CH:11]([CH2:12][CH2:13][CH3:14])[C:10]([OH:27])=[O:38])=[O:26])[CH:19]=[C:20]([F:25])[CH:21]=1. The catalyst class is: 15. (5) Reactant: [Cl:1][C:2]1[CH:7]=[CH:6][C:5]([CH2:8][C:9]2[C:18]3[C:13](=[CH:14][CH:15]=[CH:16][CH:17]=3)[C:12](=[O:19])[N:11]([CH:20]3[CH2:26][CH2:25][CH2:24][N:23]([CH2:27][CH2:28][NH:29]C(=O)OC(C)(C)C)[CH2:22][CH2:21]3)[N:10]=2)=[CH:4][CH:3]=1.Cl. The catalyst class is: 135. Product: [ClH:1].[NH2:29][CH2:28][CH2:27][N:23]1[CH2:24][CH2:25][CH2:26][CH:20]([N:11]2[N:10]=[C:9]([CH2:8][C:5]3[CH:6]=[CH:7][C:2]([Cl:1])=[CH:3][CH:4]=3)[C:18]3[C:13](=[CH:14][CH:15]=[CH:16][CH:17]=3)[C:12]2=[O:19])[CH2:21][CH2:22]1. (6) Reactant: COC1C=CC(C[N:8](CC2C=CC(OC)=CC=2)[C:9]2[N:14]=[C:13]([CH3:15])[N:12]=[C:11]([C:16]3[CH:17]=[C:18]([C:31]4[CH:36]=[CH:35][CH:34]=[CH:33][N:32]=4)[CH:19]=[N:20][C:21]=3[NH:22][C:23]3[CH:24]=[N:25][C:26]([O:29][CH3:30])=[CH:27][CH:28]=3)[N:10]=2)=CC=1. Product: [NH2:8][C:9]1[N:14]=[C:13]([CH3:15])[N:12]=[C:11]([C:16]2[CH:17]=[C:18]([C:31]3[CH:36]=[CH:35][CH:34]=[CH:33][N:32]=3)[CH:19]=[N:20][C:21]=2[NH:22][C:23]2[CH:24]=[N:25][C:26]([O:29][CH3:30])=[CH:27][CH:28]=2)[N:10]=1. The catalyst class is: 67. (7) Reactant: [BH4-].[Li+].[Cl:3][C:4]1[CH:5]=[CH:6][C:7]([C:27](OC)=[O:28])=[C:8]2[C:12]=1[N:11]=[C:10]1[N:13]([C:17]3[CH:18]=[N:19][C:20]([N:24]([CH3:26])[CH3:25])=[CH:21][C:22]=3[CH3:23])[CH2:14][CH2:15][CH2:16][N:9]21. Product: [Cl:3][C:4]1[C:12]2[N:11]=[C:10]3[N:13]([C:17]4[CH:18]=[N:19][C:20]([N:24]([CH3:25])[CH3:26])=[CH:21][C:22]=4[CH3:23])[CH2:14][CH2:15][CH2:16][N:9]3[C:8]=2[C:7]([CH2:27][OH:28])=[CH:6][CH:5]=1. The catalyst class is: 7.